This data is from Forward reaction prediction with 1.9M reactions from USPTO patents (1976-2016). The task is: Predict the product of the given reaction. (1) Given the reactants [Cl-].[Cl:2][C:3]1[CH:4]=[C:5]([C:10]2[NH:11][C:12]3[C:17]([CH:18]=2)=[CH:16][C:15]([C:19](OCC)=[NH2+:20])=[CH:14][CH:13]=3)[CH:6]=[C:7]([Cl:9])[CH:8]=1.C(N(CC)CC)C.[NH2:31][C:32]1[CH:37]=[CH:36][CH:35]=[CH:34][CH:33]=1, predict the reaction product. The product is: [Cl:9][C:7]1[CH:6]=[C:5]([C:10]2[NH:11][C:12]3[C:17]([CH:18]=2)=[CH:16][C:15]([C:19](=[NH:20])[NH:31][C:32]2[CH:37]=[CH:36][CH:35]=[CH:34][CH:33]=2)=[CH:14][CH:13]=3)[CH:4]=[C:3]([Cl:2])[CH:8]=1. (2) Given the reactants [NH:1](C(OCC1C=CC=CC=1)=O)[C@H:2]([C:23]([O:25]CC1C=CC=CC=1)=[O:24])[CH2:3][CH2:4][C:5]([NH:7][C@H:8]([C:13]([O:15]CC1C=CC=CC=1)=[O:14])[CH2:9][CH2:10][CH2:11][CH3:12])=[O:6].C(O)C.[H][H], predict the reaction product. The product is: [NH2:1][C@H:2]([C:23]([OH:25])=[O:24])[CH2:3][CH2:4][C:5]([NH:7][C@H:8]([C:13]([OH:15])=[O:14])[CH2:9][CH2:10][CH2:11][CH3:12])=[O:6].